This data is from Full USPTO retrosynthesis dataset with 1.9M reactions from patents (1976-2016). The task is: Predict the reactants needed to synthesize the given product. Given the product [C:14]([C:18]1[CH:19]=[CH:20][C:21]([N:24]2[C:2]3[C:3](=[CH:6][C:7]([N+:10]([O-:12])=[O:11])=[CH:8][CH:9]=3)[C:4]([NH2:5])=[N:25]2)=[CH:22][CH:23]=1)([CH3:17])([CH3:15])[CH3:16], predict the reactants needed to synthesize it. The reactants are: F[C:2]1[CH:9]=[CH:8][C:7]([N+:10]([O-:12])=[O:11])=[CH:6][C:3]=1[C:4]#[N:5].Cl.[C:14]([C:18]1[CH:23]=[CH:22][C:21]([NH:24][NH2:25])=[CH:20][CH:19]=1)([CH3:17])([CH3:16])[CH3:15].[N+](C1C=C2C(=CC=1)N(C1C=CC=CC=1)N=C2N)([O-])=O.